Dataset: Full USPTO retrosynthesis dataset with 1.9M reactions from patents (1976-2016). Task: Predict the reactants needed to synthesize the given product. (1) Given the product [I:1][C:2]1[C:10]2[C:5](=[N:6][CH:7]=[C:8]([C:11]3[CH:12]=[CH:13][C:14]([S:17]([CH:20]([CH3:22])[CH3:21])(=[O:19])=[O:18])=[CH:15][CH:16]=3)[N:9]=2)[N:4]([S:38]([C:35]2[CH:36]=[CH:37][C:32]([CH3:42])=[CH:33][CH:34]=2)(=[O:40])=[O:39])[CH:3]=1, predict the reactants needed to synthesize it. The reactants are: [I:1][C:2]1[C:10]2[C:5](=[N:6][CH:7]=[C:8]([C:11]3[CH:16]=[CH:15][C:14]([S:17]([CH:20]([CH3:22])[CH3:21])(=[O:19])=[O:18])=[CH:13][CH:12]=3)[N:9]=2)[NH:4][CH:3]=1.CCN(C(C)C)C(C)C.[C:32]1([CH3:42])[CH:37]=[CH:36][C:35]([S:38](Cl)(=[O:40])=[O:39])=[CH:34][CH:33]=1.O. (2) Given the product [Br:1][C:2]1[CH:10]=[C:9]([O:11][CH2:22][CH2:21][O:20][CH3:19])[CH:8]=[C:7]2[C:3]=1[CH2:4][NH:5][C:6]2=[O:12], predict the reactants needed to synthesize it. The reactants are: [Br:1][C:2]1[CH:10]=[C:9]([OH:11])[CH:8]=[C:7]2[C:3]=1[CH2:4][NH:5][C:6]2=[O:12].C([O-])([O-])=O.[Cs+].[Cs+].[CH3:19][O:20][CH2:21][CH2:22]Br. (3) Given the product [Cl:1][C:2]1[CH:7]=[C:6]([Cl:8])[CH:5]=[CH:4][C:3]=1[S:9]([NH:12][C@@H:13]([CH2:14][OH:15])[C:16](=[O:17])[N:18]1[CH2:23][CH2:22][NH:21][CH2:20][CH2:19]1)(=[O:10])=[O:11], predict the reactants needed to synthesize it. The reactants are: [Cl:1][C:2]1[CH:7]=[C:6]([Cl:8])[CH:5]=[CH:4][C:3]=1[S:9]([NH:12][C@H:13]([C:16]([N:18]1[CH2:23][CH2:22][N:21](C(OCC2C=CC=CC=2)=O)[CH2:20][CH2:19]1)=[O:17])[CH2:14][OH:15])(=[O:11])=[O:10].B(Br)(Br)Br.